From a dataset of Full USPTO retrosynthesis dataset with 1.9M reactions from patents (1976-2016). Predict the reactants needed to synthesize the given product. Given the product [CH3:16][CH:15]([CH3:17])[CH:14]([C:18]1[CH:23]=[CH:22][CH:21]=[CH:20][CH:19]=1)[CH2:13][NH:12][C:10]1[C:9]2[C:4](=[CH:5][CH:6]=[CH:7][CH:8]=2)[N:3]=[C:2]([C:32]2[CH:31]=[CH:30][C:29]([NH:28][S:25]([CH3:24])(=[O:26])=[O:27])=[CH:34][CH:33]=2)[N:11]=1, predict the reactants needed to synthesize it. The reactants are: Cl[C:2]1[N:11]=[C:10]([NH:12][CH2:13][CH:14]([C:18]2[CH:23]=[CH:22][CH:21]=[CH:20][CH:19]=2)[CH:15]([CH3:17])[CH3:16])[C:9]2[C:4](=[CH:5][CH:6]=[CH:7][CH:8]=2)[N:3]=1.[CH3:24][S:25]([NH:28][C:29]1[CH:34]=[CH:33][C:32](B(O)O)=[CH:31][CH:30]=1)(=[O:27])=[O:26].C1(C(C2C=CC=CN=2)CNC2C3C(=CC=CC=3)N=C(C3C=CC(NS(C)(=O)=O)=CC=3)N=2)C=CC=CC=1.